From a dataset of NCI-60 drug combinations with 297,098 pairs across 59 cell lines. Regression. Given two drug SMILES strings and cell line genomic features, predict the synergy score measuring deviation from expected non-interaction effect. Drug 1: CN1CCC(CC1)COC2=C(C=C3C(=C2)N=CN=C3NC4=C(C=C(C=C4)Br)F)OC. Drug 2: CCN(CC)CCNC(=O)C1=C(NC(=C1C)C=C2C3=C(C=CC(=C3)F)NC2=O)C. Cell line: M14. Synergy scores: CSS=-0.171, Synergy_ZIP=1.65, Synergy_Bliss=0.666, Synergy_Loewe=-4.00, Synergy_HSA=-2.50.